Dataset: Peptide-MHC class II binding affinity with 134,281 pairs from IEDB. Task: Regression. Given a peptide amino acid sequence and an MHC pseudo amino acid sequence, predict their binding affinity value. This is MHC class II binding data. (1) The peptide sequence is MNSLRAEDTAVYYCA. The MHC is DRB1_0901 with pseudo-sequence DRB1_0901. The binding affinity (normalized) is 0.181. (2) The peptide sequence is QMATTLPVQRHPRSL. The MHC is DRB1_0101 with pseudo-sequence DRB1_0101. The binding affinity (normalized) is 0.458. (3) The peptide sequence is SCTMPPVSFHGSDGC. The MHC is DRB1_0701 with pseudo-sequence DRB1_0701. The binding affinity (normalized) is 0.287. (4) The peptide sequence is KTHVQLSLPVLQVRD. The MHC is DRB5_0101 with pseudo-sequence DRB5_0101. The binding affinity (normalized) is 0.514.